Dataset: Catalyst prediction with 721,799 reactions and 888 catalyst types from USPTO. Task: Predict which catalyst facilitates the given reaction. Reactant: [OH:1][C@H:2]1[C@@H:6]([OH:7])[C@H:5]([N:8]2[CH:13]=[CH:12][C:11](=[O:14])[N:10]([CH2:15][C:16]3[CH:21]=[CH:20][C:19]([O:22][CH3:23])=[CH:18][CH:17]=3)[C:9]2=[O:24])[O:4][CH:3]1[C@H:25]([OH:56])[C@@H:26]([C:49]([O:51][C:52]([CH3:55])([CH3:54])[CH3:53])=[O:50])[NH:27][CH2:28][CH2:29][CH2:30][NH:31][C:32](=[O:48])[C@H:33]([C@@H:45]([OH:47])[CH3:46])[NH:34]C(=O)OCC1C=CC=CC=1. Product: [NH2:34][C@@H:33]([C@@H:45]([OH:47])[CH3:46])[C:32]([NH:31][CH2:30][CH2:29][CH2:28][NH:27][C@@H:26]([C@H:25]([CH:3]1[C@@H:2]([OH:1])[C@@H:6]([OH:7])[C@H:5]([N:8]2[CH:13]=[CH:12][C:11](=[O:14])[N:10]([CH2:15][C:16]3[CH:21]=[CH:20][C:19]([O:22][CH3:23])=[CH:18][CH:17]=3)[C:9]2=[O:24])[O:4]1)[OH:56])[C:49]([O:51][C:52]([CH3:53])([CH3:54])[CH3:55])=[O:50])=[O:48]. The catalyst class is: 19.